Dataset: Reaction yield outcomes from USPTO patents with 853,638 reactions. Task: Predict the reaction yield, written as a fraction of the theoretical maximum amount of product (1.0 means a 100% yield; for example, 0.34 means a 34% yield). The reactants are Cl[C:2]1[N:7]2[N:8]=[C:9]([CH3:11])[CH:10]=[C:6]2[N:5]=[C:4]([NH:12][C:13](=[O:24])[C:14]2[CH:19]=[CH:18][C:17]([C:20]([OH:23])([CH3:22])[CH3:21])=[CH:16][CH:15]=2)[CH:3]=1.Cl.[NH:26]1[CH2:31][CH2:30][CH:29]([CH2:32][C:33]([NH2:35])=[O:34])[CH2:28][CH2:27]1.C(N(CC)C(C)C)(C)C. The catalyst is CN(C=O)C.CS(C)=O.CO. The product is [NH2:35][C:33](=[O:34])[CH2:32][CH:29]1[CH2:30][CH2:31][N:26]([C:2]2[N:7]3[N:8]=[C:9]([CH3:11])[CH:10]=[C:6]3[N:5]=[C:4]([NH:12][C:13](=[O:24])[C:14]3[CH:19]=[CH:18][C:17]([C:20]([OH:23])([CH3:22])[CH3:21])=[CH:16][CH:15]=3)[CH:3]=2)[CH2:27][CH2:28]1. The yield is 0.340.